This data is from Full USPTO retrosynthesis dataset with 1.9M reactions from patents (1976-2016). The task is: Predict the reactants needed to synthesize the given product. (1) Given the product [Br:1][C:2]1[N:6]2[CH2:7][CH2:8][N:9]([C:11]([O:13][C:14]([CH3:15])([CH3:16])[CH3:17])=[O:12])[CH2:10][C:5]2=[C:4]([C:18](=[O:20])[NH:25][C@@H:24]([CH2:26][CH:27]([CH3:29])[CH3:28])[C:23]([NH:22][CH3:21])=[O:30])[N:3]=1, predict the reactants needed to synthesize it. The reactants are: [Br:1][C:2]1[N:6]2[CH2:7][CH2:8][N:9]([C:11]([O:13][C:14]([CH3:17])([CH3:16])[CH3:15])=[O:12])[CH2:10][C:5]2=[C:4]([C:18]([OH:20])=O)[N:3]=1.[CH3:21][NH:22][C:23](=[O:30])[C@H:24]([CH2:26][CH:27]([CH3:29])[CH3:28])[NH2:25].CCN(C(C)C)C(C)C.CN(C(ON1N=NC2C=CC=CC1=2)=[N+](C)C)C.[B-](F)(F)(F)F. (2) Given the product [CH3:23][O:1][C:2]([C:5]1[CH:10]=[CH:9][C:8]([C:11]2[NH:12][C:13](=[O:21])[C:14]3[C:19]([CH:20]=2)=[CH:18][CH:17]=[CH:16][CH:15]=3)=[CH:7][CH:6]=1)([CH3:3])[CH3:4], predict the reactants needed to synthesize it. The reactants are: [OH:1][C:2]([C:5]1[CH:10]=[CH:9][C:8]([C:11]2[NH:12][C:13](=[O:21])[C:14]3[C:19]([CH:20]=2)=[CH:18][CH:17]=[CH:16][CH:15]=3)=[CH:7][CH:6]=1)([CH3:4])[CH3:3].O.[C:23]1(C)C=CC(S(O)(=O)=O)=CC=1. (3) Given the product [S:10]1[CH:14]=[CH:13][C:12]2[CH:15]=[CH:16][CH:17]=[C:18]([C:6]3[C:5]([CH3:9])=[CH:4][N:3]=[C:2]([F:1])[CH:7]=3)[C:11]1=2, predict the reactants needed to synthesize it. The reactants are: [F:1][C:2]1[CH:7]=[C:6](I)[C:5]([CH3:9])=[CH:4][N:3]=1.[S:10]1[CH:14]=[CH:13][C:12]2[CH:15]=[CH:16][CH:17]=[C:18](B3OC(C)(C)C(C)(C)O3)[C:11]1=2.C(=O)([O-])[O-].[Na+].[Na+].C1COCC1. (4) Given the product [C:22]([C:21]1[C:16]([NH:12][C:10]([C:6]2[CH:5]=[C:4]3[C:9](=[CH:8][CH:7]=2)[NH:1][CH:2]=[CH:3]3)=[O:11])=[C:17]2[CH:26]=[C:25]([C:27]3[CH:28]=[CH:29][CH:30]=[CH:31][CH:32]=3)[S:24][C:18]2=[N:19][CH:20]=1)#[N:23], predict the reactants needed to synthesize it. The reactants are: [NH:1]1[C:9]2[C:4](=[CH:5][C:6]([C:10]([NH2:12])=[O:11])=[CH:7][CH:8]=2)[CH:3]=[CH:2]1.[H-].[Na+].Cl[C:16]1[C:21]([C:22]#[N:23])=[CH:20][N:19]=[C:18]2[S:24][C:25]([C:27]3[CH:32]=[CH:31][CH:30]=[CH:29][CH:28]=3)=[CH:26][C:17]=12. (5) Given the product [CH2:1]([O:8][C:9]1[C:14](=[O:15])[CH:13]=[CH:12][N:20]([CH2:17][CH2:18][CH3:19])[C:10]=1[CH3:16])[C:2]1[CH:3]=[CH:4][CH:5]=[CH:6][CH:7]=1, predict the reactants needed to synthesize it. The reactants are: [CH2:1]([O:8][C:9]1[C:14](=[O:15])[CH:13]=[CH:12]O[C:10]=1[CH3:16])[C:2]1[CH:7]=[CH:6][CH:5]=[CH:4][CH:3]=1.[CH2:17]([NH2:20])[CH2:18][CH3:19].[OH-].[Na+].